From a dataset of Forward reaction prediction with 1.9M reactions from USPTO patents (1976-2016). Predict the product of the given reaction. (1) Given the reactants [CH3:1][C:2]1([CH3:29])[C:11]2[CH:10]=[C:9]([Se:12][C:13]#[C:14][C:15]([CH3:21])=[CH:16][C:17]([O:19]C)=[O:18])[CH:8]=[CH:7][C:6]=2[C:5]([C:22]2[CH:27]=[CH:26][C:25]([CH3:28])=[CH:24][CH:23]=2)=[CH:4][CH2:3]1.O.[OH-].[Li+], predict the reaction product. The product is: [CH3:1][C:2]1([CH3:29])[C:11]2[CH:10]=[C:9]([Se:12][C:13]#[C:14][C:15]([CH3:21])=[CH:16][C:17]([OH:19])=[O:18])[CH:8]=[CH:7][C:6]=2[C:5]([C:22]2[CH:27]=[CH:26][C:25]([CH3:28])=[CH:24][CH:23]=2)=[CH:4][CH2:3]1. (2) Given the reactants [CH3:1][C:2]1[N:7]=[C:6]([C:8]#[C:9][CH:10]([CH:12]2[CH2:17][CH2:16][NH:15][CH2:14][CH2:13]2)O)[CH:5]=[CH:4][CH:3]=1.CC1C=CC=C(C#CC=C2CCNCC2)N=1.Cl[C:35]1[S:36][CH:37]=[CH:38][C:39]=1[N+:40]([O-:42])=[O:41], predict the reaction product. The product is: [CH3:1][C:2]1[CH:3]=[CH:4][CH:5]=[C:6]([C:8]#[C:9][CH:10]=[C:12]2[CH2:17][CH2:16][N:15]([C:35]3[S:36][CH:37]=[CH:38][C:39]=3[N+:40]([O-:42])=[O:41])[CH2:14][CH2:13]2)[N:7]=1. (3) Given the reactants [C:1](Cl)(=[O:3])[CH3:2].N1C=CC=CC=1.[C:11]([O:15][C:16]([N:18]1[CH2:24][CH2:23][CH2:22][CH:21]([NH:25][CH2:26][C:27]2[CH:32]=[C:31]([C:33]([F:36])([F:35])[F:34])[CH:30]=[C:29]([C:37]([F:40])([F:39])[F:38])[CH:28]=2)[C:20]2[CH:41]=[C:42]([C:45]([F:48])([F:47])[F:46])[CH:43]=[CH:44][C:19]1=2)=[O:17])([CH3:14])([CH3:13])[CH3:12], predict the reaction product. The product is: [C:11]([O:15][C:16]([N:18]1[CH2:24][CH2:23][CH2:22][CH:21]([N:25]([C:1](=[O:3])[CH3:2])[CH2:26][C:27]2[CH:28]=[C:29]([C:37]([F:40])([F:38])[F:39])[CH:30]=[C:31]([C:33]([F:36])([F:34])[F:35])[CH:32]=2)[C:20]2[CH:41]=[C:42]([C:45]([F:48])([F:46])[F:47])[CH:43]=[CH:44][C:19]1=2)=[O:17])([CH3:14])([CH3:12])[CH3:13]. (4) Given the reactants [NH2:1][C@@H:2]1[CH2:7][CH2:6][C@H:5]([NH:8][C:9]([C:11]2[C:15]3[N:16]=[CH:17][N:18]=[C:19]([C:20]4[CH:25]=[C:24]([O:26][CH3:27])[CH:23]=[CH:22][C:21]=4[O:28][CH2:29][CH:30]4[CH2:32][CH2:31]4)[C:14]=3[NH:13][CH:12]=2)=[O:10])[CH2:4][CH2:3]1.[CH:33]1([C:36](Cl)=[O:37])[CH2:35][CH2:34]1, predict the reaction product. The product is: [CH:33]1([C:36]([NH:1][C@@H:2]2[CH2:7][CH2:6][C@H:5]([NH:8][C:9]([C:11]3[C:15]4[N:16]=[CH:17][N:18]=[C:19]([C:20]5[CH:25]=[C:24]([O:26][CH3:27])[CH:23]=[CH:22][C:21]=5[O:28][CH2:29][CH:30]5[CH2:31][CH2:32]5)[C:14]=4[NH:13][CH:12]=3)=[O:10])[CH2:4][CH2:3]2)=[O:37])[CH2:35][CH2:34]1. (5) Given the reactants [O:1]=[C:2]1[C:10](=O)[C:9]2[C:4](=[CH:5][CH:6]=[CH:7][CH:8]=2)[N:3]1[CH2:12][C:13]1[O:17][C:16]([C:18]([O:20][CH2:21][CH3:22])=[O:19])=[CH:15][CH:14]=1.[F:23][C:24]([F:33])([F:32])[C:25]1[CH:26]=[C:27]([CH:29]=[CH:30][CH:31]=1)[NH2:28], predict the reaction product. The product is: [O:1]=[C:2]1[N:3]([CH2:12][C:13]2[O:17][C:16]([C:18]([O:20][CH2:21][CH3:22])=[O:19])=[CH:15][CH:14]=2)[C:4]2[C:9](/[C:10]/1=[N:28]/[C:27]1[CH:29]=[CH:30][CH:31]=[C:25]([C:24]([F:23])([F:32])[F:33])[CH:26]=1)=[CH:8][CH:7]=[CH:6][CH:5]=2. (6) Given the reactants [CH:1]([C:4]1[CH:5]=[CH:6][C:7]2[C:12]([NH:13][C:14]3[CH:19]=[C:18]([C:20](=[O:33])[NH:21][C@H:22]([C:27]4[CH:32]=[CH:31][CH:30]=[CH:29][CH:28]=4)[C:23]([F:26])([F:25])[F:24])[CH:17]=[CH:16][C:15]=3[S:34][C:35]3[CH:40]=[CH:39][C:38]([NH:41]C(=O)OC(C)(C)C)=[CH:37][CH:36]=3)=[N:11][CH:10]=[N:9][C:8]=2[N:49]=1)([CH3:3])[CH3:2].C(OC(=O)NC1C=CC(SC2C=CC(C(=O)N[C@H](C3C=CC=CC=3)C)=CC=2NC2C3C=CC(C(C)C)=NC=3N=CN=2)=CC=1)(C)(C)C, predict the reaction product. The product is: [NH2:41][C:38]1[CH:39]=[CH:40][C:35]([S:34][C:15]2[CH:16]=[CH:17][C:18]([C:20]([NH:21][C@H:22]([C:27]3[CH:28]=[CH:29][CH:30]=[CH:31][CH:32]=3)[C:23]([F:24])([F:25])[F:26])=[O:33])=[CH:19][C:14]=2[NH:13][C:12]2[C:7]3[CH:6]=[CH:5][C:4]([CH:1]([CH3:3])[CH3:2])=[N:49][C:8]=3[N:9]=[CH:10][N:11]=2)=[CH:36][CH:37]=1. (7) Given the reactants [PH2:1](=[O:3])[O-:2].[NH4+].C[Si](C)(C)N[Si](C)(C)C.[CH2:14](Br)[CH:15]=[CH2:16].Br[CH2:19][C:20]1[CH:25]=[CH:24][C:23]([N+:26]([O-:28])=[O:27])=[C:22]([O:29][CH3:30])[CH:21]=1, predict the reaction product. The product is: [CH3:30][O:29][C:22]1[CH:21]=[C:20]([CH:25]=[CH:24][C:23]=1[N+:26]([O-:28])=[O:27])[CH2:19][CH:14]=[CH:15][CH2:16][PH:1](=[O:2])[OH:3]. (8) Given the reactants [C:1]([O:5][C:6](=[O:20])[NH:7][C:8]1[CH:13]=[CH:12][C:11]([CH:14]([CH3:16])[CH3:15])=[CH:10][C:9]=1[N+:17]([O-])=O)([CH3:4])([CH3:3])[CH3:2], predict the reaction product. The product is: [C:1]([O:5][C:6](=[O:20])[NH:7][C:8]1[CH:13]=[CH:12][C:11]([CH:14]([CH3:15])[CH3:16])=[CH:10][C:9]=1[NH2:17])([CH3:3])([CH3:2])[CH3:4]. (9) Given the reactants [F:1][C:2]([F:12])([F:11])[C:3]1[CH:10]=[CH:9][C:6]([CH2:7]Cl)=[CH:5][CH:4]=1.[CH2:13]([N:20]1[C:28]2[C:23](=[CH:24][CH:25]=[C:26]([CH2:29][C:30]([OH:32])=[O:31])[CH:27]=2)[CH:22]=[CH:21]1)[C:14]1[CH:19]=[CH:18][CH:17]=[CH:16][CH:15]=1, predict the reaction product. The product is: [F:1][C:2]([F:12])([F:11])[C:3]1[CH:10]=[CH:9][C:6]([CH2:7][N:20]2[C:28]3[C:23](=[CH:24][CH:25]=[C:26]([CH2:29][C:30]([OH:32])=[O:31])[CH:27]=3)[CH:22]=[CH:21]2)=[CH:5][CH:4]=1.[CH2:13]([N:20]1[C:28]2[C:23](=[CH:24][CH:25]=[C:26]([CH2:29][C:30]([OH:32])=[O:31])[CH:27]=2)[CH:22]=[CH:21]1)[C:14]1[CH:15]=[CH:16][CH:17]=[CH:18][CH:19]=1.